This data is from Peptide-MHC class II binding affinity with 134,281 pairs from IEDB. The task is: Regression. Given a peptide amino acid sequence and an MHC pseudo amino acid sequence, predict their binding affinity value. This is MHC class II binding data. The peptide sequence is PKYVKQQTLKLA. The MHC is DRB1_0101 with pseudo-sequence DRB1_0101. The binding affinity (normalized) is 0.